Dataset: Reaction yield outcomes from USPTO patents with 853,638 reactions. Task: Predict the reaction yield, written as a fraction of the theoretical maximum amount of product (1.0 means a 100% yield; for example, 0.34 means a 34% yield). (1) The catalyst is C(OCC)(=O)C. The product is [CH2:13]([C:17]1[N:18]=[C:19]([CH3:48])[N:20]([CH2:39][C:40]2[CH:41]=[N:42][C:43]([O:46][CH3:47])=[CH:44][CH:45]=2)[C:21](=[O:38])[C:22]=1[CH2:23][C:24]1[CH:25]=[CH:26][C:27]([C:30]2[CH:35]=[CH:34][CH:33]=[CH:32][C:31]=2[C:36]2[NH:3][C:4](=[O:7])[O:5][N:37]=2)=[CH:28][CH:29]=1)[CH2:14][CH2:15][CH3:16]. The reactants are [Cl-].O[NH3+:3].[C:4](=[O:7])([O-])[OH:5].[Na+].CS(C)=O.[CH2:13]([C:17]1[N:18]=[C:19]([CH3:48])[N:20]([CH2:39][C:40]2[CH:41]=[N:42][C:43]([O:46][CH3:47])=[CH:44][CH:45]=2)[C:21](=[O:38])[C:22]=1[CH2:23][C:24]1[CH:29]=[CH:28][C:27]([C:30]2[C:31]([C:36]#[N:37])=[CH:32][CH:33]=[CH:34][CH:35]=2)=[CH:26][CH:25]=1)[CH2:14][CH2:15][CH3:16]. The yield is 0.320. (2) The reactants are [CH3:1][C:2]1[CH:3]=[C:4]2[C:8](=[CH:9][CH:10]=1)[NH:7][C:6]([C:11]1[CH:16]=[CH:15][CH:14]=[CH:13][CH:12]=1)=[CH:5]2.C([BH3-])#N.[Na+].[OH-].[Na+]. The catalyst is C(O)(=O)C. The product is [CH3:1][C:2]1[CH:3]=[C:4]2[C:8](=[CH:9][CH:10]=1)[NH:7][CH:6]([C:11]1[CH:16]=[CH:15][CH:14]=[CH:13][CH:12]=1)[CH2:5]2. The yield is 0.720. (3) The reactants are [OH:1][CH2:2][CH2:3][O:4][C:5]1[CH:39]=[CH:38][C:8]([O:9][CH2:10][CH2:11][CH2:12][CH:13]2[C:22]3[C:17](=[CH:18][C:19]([O:23][CH2:24][O:25][CH3:26])=[CH:20][CH:21]=3)[S:16][CH2:15][C:14]2([C:28]2[CH:33]=[CH:32][C:31]([O:34][CH2:35][O:36][CH3:37])=[CH:30][CH:29]=2)[CH3:27])=[CH:7][CH:6]=1.C(N(CC)CC)C.[CH3:47][S:48](Cl)(=[O:50])=[O:49].[Cl-].[NH4+]. The catalyst is C(Cl)Cl. The product is [CH3:47][S:48]([O:1][CH2:2][CH2:3][O:4][C:5]1[CH:39]=[CH:38][C:8]([O:9][CH2:10][CH2:11][CH2:12][CH:13]2[C:22]3[C:17](=[CH:18][C:19]([O:23][CH2:24][O:25][CH3:26])=[CH:20][CH:21]=3)[S:16][CH2:15][C:14]2([C:28]2[CH:33]=[CH:32][C:31]([O:34][CH2:35][O:36][CH3:37])=[CH:30][CH:29]=2)[CH3:27])=[CH:7][CH:6]=1)(=[O:50])=[O:49]. The yield is 0.950. (4) The reactants are [NH2:1][C:2]1[CH:10]=[CH:9][C:5]([C:6]([OH:8])=[O:7])=[CH:4][CH:3]=1.[NH2:11][C:12]1[N:17]=[C:16]([CH3:18])[CH:15]=[C:14]([Cl:19])[N:13]=1.Cl. The catalyst is C(OCCO)C. The product is [ClH:19].[NH2:11][C:12]1[N:13]=[C:14]([NH:1][C:2]2[CH:10]=[CH:9][C:5]([C:6]([OH:8])=[O:7])=[CH:4][CH:3]=2)[CH:15]=[C:16]([CH3:18])[N:17]=1. The yield is 0.950. (5) The reactants are F[C:2]1[CH:3]=[C:4]([CH:7]=[C:8]([N:10]2[CH2:16][CH2:15][CH2:14][C:13]3[N:17]=[C:18]([C:20]4[CH:25]=[CH:24][CH:23]=[CH:22][N:21]=4)[O:19][C:12]=3[CH2:11]2)[CH:9]=1)[C:5]#[N:6].[F:26]C1C=CC(C(O)=O)=NC=1.BrC1C=C(C=CC=1)C#N.C(Cl)Cl. The catalyst is CO. The product is [F:26][C:23]1[CH:24]=[CH:25][C:20]([C:18]2[O:19][C:12]3[CH2:11][N:10]([C:8]4[CH:7]=[C:4]([CH:3]=[CH:2][CH:9]=4)[C:5]#[N:6])[CH2:16][CH2:15][CH2:14][C:13]=3[N:17]=2)=[N:21][CH:22]=1. The yield is 0.490. (6) The reactants are Cl[C:2]1[N:7]=[C:6]([NH:8][C@H:9]([C:11]2[N:16]=[CH:15][C:14]([F:17])=[CH:13][N:12]=2)[CH3:10])[N:5]=[C:4]([NH:18][C:19]2[N:20]=[CH:21][N:22]([CH3:24])[CH:23]=2)[N:3]=1.CC[N:27]([CH:31]([CH3:33])C)[CH:28](C)C.[CH2:34]([OH:36])C. No catalyst specified. The product is [F:17][C:14]1[CH:13]=[N:12][C:11]([C@@H:9]([NH:8][C:6]2[N:5]=[C:4]([NH:18][C:19]3[N:20]=[CH:21][N:22]([CH3:24])[CH:23]=3)[N:3]=[C:2]([N:27]3[CH2:28][CH:33]([O:36][CH3:34])[CH2:31]3)[N:7]=2)[CH3:10])=[N:16][CH:15]=1. The yield is 0.291. (7) The reactants are [Cl:1][C:2]1[CH:3]=[C:4]([C:9]2([C:24]([F:27])([F:26])[F:25])[O:13][N:12]=[C:11]([C:14]3[CH:15]=[C:16]([CH:21]=[CH:22][CH:23]=3)[C:17]([NH:19][OH:20])=[NH:18])[CH2:10]2)[CH:5]=[C:6]([Cl:8])[CH:7]=1.[C:28](OC(=O)C)(=O)[CH3:29]. The catalyst is O1CCOCC1. The product is [Cl:1][C:2]1[CH:3]=[C:4]([C:9]2([C:24]([F:25])([F:27])[F:26])[O:13][N:12]=[C:11]([C:14]3[CH:15]=[C:16]([C:17]4[N:18]=[C:28]([CH3:29])[O:20][N:19]=4)[CH:21]=[CH:22][CH:23]=3)[CH2:10]2)[CH:5]=[C:6]([Cl:8])[CH:7]=1. The yield is 0.200. (8) The reactants are [F:1][C:2]1[C:15]2[O:14][C:13]3[C:8](=[CH:9][C:10]([C:16]4[C:17]([F:22])=[N:18][CH:19]=[CH:20][CH:21]=4)=[CH:11][CH:12]=3)[C:7]3([N:27]=[C:26]([NH2:28])[CH2:25][O:24][CH2:23]3)[C:6]=2[CH:5]=[C:4]([O:29]C)[CH:3]=1.B(Br)(Br)Br. The catalyst is C(Cl)Cl. The product is [NH2:28][C:26]1[CH2:25][O:24][CH2:23][C:7]2([C:6]3[CH:5]=[C:4]([OH:29])[CH:3]=[C:2]([F:1])[C:15]=3[O:14][C:13]3[C:8]2=[CH:9][C:10]([C:16]2[C:17]([F:22])=[N:18][CH:19]=[CH:20][CH:21]=2)=[CH:11][CH:12]=3)[N:27]=1. The yield is 0.950. (9) The reactants are [CH3:1][O:2][CH:3]1[CH2:8][CH2:7][CH:6]([C:9]([C:11]2[S:15][C:14]([NH2:16])=[N:13][C:12]=2[C:17]2[O:18][CH:19]=[CH:20][CH:21]=2)=[O:10])[CH2:5][CH2:4]1.[C:22](O)(=[O:29])[C:23]1[CH:28]=[CH:27][N:26]=[CH:25][CH:24]=1.CCN=C=NCCCN(C)C.Cl.O.ON1C2C=CC=CC=2N=N1. The catalyst is C1COCC1.O. The product is [O:18]1[CH:19]=[CH:20][CH:21]=[C:17]1[C:12]1[N:13]=[C:14]([NH:16][C:22]([C:23]2[CH:28]=[CH:27][N:26]=[CH:25][CH:24]=2)=[O:29])[S:15][C:11]=1[C:9]([CH:6]1[CH2:5][CH2:4][CH:3]([O:2][CH3:1])[CH2:8][CH2:7]1)=[O:10]. The yield is 0.850. (10) The reactants are [CH3:1][O:2][C:3](=[O:14])[C:4]1[CH:9]=[C:8]([N:10]([CH3:12])[CH3:11])[CH:7]=[CH:6][C:5]=1[Cl:13].Cl[CH2:16]Cl.C[O:19][S:20]([C:23]([F:26])([F:25])[F:24])(=[O:22])=[O:21]. The catalyst is C(OCC)C. The product is [F:24][C:23]([F:26])([F:25])[S:20]([O-:22])(=[O:21])=[O:19].[Cl:13][C:5]1[CH:6]=[CH:7][C:8]([N+:10]([CH3:16])([CH3:11])[CH3:12])=[CH:9][C:4]=1[C:3]([O:2][CH3:1])=[O:14]. The yield is 0.860.